This data is from Catalyst prediction with 721,799 reactions and 888 catalyst types from USPTO. The task is: Predict which catalyst facilitates the given reaction. (1) Reactant: [C:1]1(=[O:11])[O:6][C:4](=O)[C:3]2=[CH:7][CH:8]=[CH:9][CH:10]=[C:2]12.[C:12]([OH:24])(=[O:23])[CH2:13][NH:14][C:15]([C:17]1[CH:22]=[CH:21][CH:20]=[CH:19][CH:18]=1)=O.C([O-])(=O)C.[Na+].O. Product: [O:11]=[C:1]1[C:2]2[CH:10]=[CH:9][CH:8]=[CH:7][C:3]=2/[C:4](=[C:13]2\[N:14]=[C:15]([C:17]3[CH:18]=[CH:19][CH:20]=[CH:21][CH:22]=3)[O:24][C:12]\2=[O:23])/[O:6]1. The catalyst class is: 152. (2) Reactant: [C:1]1(=O)[O:6][C:4](=[O:5])[CH:3]=[CH:2]1.[NH2:8][CH2:9][CH2:10][CH2:11][CH2:12][CH2:13][C:14]([OH:16])=[O:15].C1(C)C=CC=CC=1. Product: [C:1]1(=[O:6])[N:8]([CH2:9][CH2:10][CH2:11][CH2:12][CH2:13][C:14]([OH:16])=[O:15])[C:4](=[O:5])[CH:3]=[CH:2]1. The catalyst class is: 699. (3) Reactant: [O:1]1[C:6]2[CH:7]=[CH:8][C:9]([NH:11][C:12]3[O:13][C:14]([C:17]4[CH:22]=[CH:21][CH:20]=[CH:19][C:18]=4[N+:23]([O-])=O)=[CH:15][N:16]=3)=[CH:10][C:5]=2[O:4][CH2:3][CH2:2]1. Product: [NH2:23][C:18]1[CH:19]=[CH:20][CH:21]=[CH:22][C:17]=1[C:14]1[O:13][C:12]([NH:11][C:9]2[CH:8]=[CH:7][C:6]3[O:1][CH2:2][CH2:3][O:4][C:5]=3[CH:10]=2)=[N:16][CH:15]=1. The catalyst class is: 19. (4) Reactant: [Br:1][CH2:2][CH2:3][CH2:4][CH2:5][CH2:6][CH2:7][CH2:8][CH2:9][C:10]#[C:11][CH2:12][CH3:13].[N:14]1[CH:19]=[CH:18][CH:17]=[CH:16][C:15]=1[CH3:20]. Product: [Br-:1].[CH2:2]([N+:14]1[CH:19]=[CH:18][CH:17]=[CH:16][C:15]=1[CH3:20])[CH2:3][CH2:4][CH2:5][CH2:6][CH2:7][CH2:8][CH2:9][C:10]#[C:11][CH2:12][CH3:13]. The catalyst class is: 10.